Dataset: NCI-60 drug combinations with 297,098 pairs across 59 cell lines. Task: Regression. Given two drug SMILES strings and cell line genomic features, predict the synergy score measuring deviation from expected non-interaction effect. Drug 1: CC1C(C(CC(O1)OC2CC(CC3=C2C(=C4C(=C3O)C(=O)C5=C(C4=O)C(=CC=C5)OC)O)(C(=O)C)O)N)O.Cl. Cell line: MOLT-4. Synergy scores: CSS=59.2, Synergy_ZIP=2.77, Synergy_Bliss=2.90, Synergy_Loewe=-31.7, Synergy_HSA=3.46. Drug 2: CC12CCC3C(C1CCC2OP(=O)(O)O)CCC4=C3C=CC(=C4)OC(=O)N(CCCl)CCCl.[Na+].